Dataset: Peptide-MHC class II binding affinity with 134,281 pairs from IEDB. Task: Regression. Given a peptide amino acid sequence and an MHC pseudo amino acid sequence, predict their binding affinity value. This is MHC class II binding data. (1) The peptide sequence is KASNPNYLAILVKYV. The MHC is HLA-DQA10102-DQB10602 with pseudo-sequence HLA-DQA10102-DQB10602. The binding affinity (normalized) is 0.399. (2) The peptide sequence is TFRGRVLDMFRTAFG. The MHC is DRB1_0101 with pseudo-sequence DRB1_0101. The binding affinity (normalized) is 0.310. (3) The peptide sequence is EGKIILVAVHVASGYIE. The MHC is HLA-DQA10501-DQB10301 with pseudo-sequence HLA-DQA10501-DQB10301. The binding affinity (normalized) is 0.237.